This data is from Full USPTO retrosynthesis dataset with 1.9M reactions from patents (1976-2016). The task is: Predict the reactants needed to synthesize the given product. (1) Given the product [OH:71][C:69]1[CH:25]=[CH:26][C:27]([CH:28]2[CH:13]([C:14]3[CH:19]=[CH:18][C:17]([OH:76])=[CH:16][CH:15]=3)[C:33]3[C:32](=[CH:37][C:36]([OH:39])=[CH:35][CH:34]=3)[O:31][CH2:29]2)=[CH:62][CH:68]=1, predict the reactants needed to synthesize it. The reactants are: CC1(C)S[C@@H]2[C@H](NC([CH2:13][C:14]3[CH:15]=[CH:16][CH:17]=[CH:18][CH:19]=3)=O)C(=O)N2[C@H]1C([O-])=O.[K+].[CH3:25][C@@H:26]1O[C@@H:29]([O:31][C@H:32]2[C@H:37](O)[C@@H:36]([OH:39])[C@H:35](NC(N)=N)[C@@H:34](O)[C@@H:33]2NC(N)=N)[C@H:28](O[C@@H]2O[C@@H](CO)[C@H](O)[C@@H](O)[C@@H]2NC)[C@@:27]1(O)[CH:62]=O.N[C@H](C(O)=O)C[CH2:68][C:69](=[O:71])N.C(=O)(O)[O-:76].[Na+].C(=O)=O. (2) The reactants are: [CH3:1][C@@H:2]1[O:6][C@@H:5]([O:7][C@H:8]2[C@H:13](O)[C@@H:12]([OH:15])[C@H:11](NC(N)=N)[C@@H:10]([OH:20])[C@@H:9]2NC(N)=N)[C@H:4](O[C@@H]2O[C@@H](CO)[C@H](O)[C@@H](O)[C@@H]2NC)[C@@:3]1(O)C=O.C1[C@H](N)[C@@H:45]([O:48][C@H]2O[C@H](CN)[C@@H](O)[C@H](O)[C@H]2O)[C@H:44](O)[C@@H](O[C@H]2O[C@H](CO)[C@@H](O)[C@H](N)[C@H]2O)[C@@H]1N.[CH3:74][CH:75](C(NCC(O)=O)=S)C(N)=N.CS(C)=[O:88]. Given the product [CH:74]1[C:4]([C@H:5]2[O:7][C:8]3[CH:9]=[C:10]([OH:20])[CH:11]=[C:12]([OH:15])[C:13]=3[C:45](=[O:48])[CH2:44]2)=[CH:3][C:2]([OH:6])=[C:1]([OH:88])[CH:75]=1, predict the reactants needed to synthesize it.